From a dataset of Forward reaction prediction with 1.9M reactions from USPTO patents (1976-2016). Predict the product of the given reaction. (1) Given the reactants C(C([NH:7][C:8]1[C:13]([C:14]([O:16][CH3:17])=[O:15])=[C:12]2[O:18][CH2:19][C:20]3[CH:21]=[N:22][S:23][C:24]=3[C:11]2=[CH:10][CH:9]=1)=O)(C)(C)C.S(=O)(=O)(O)O, predict the reaction product. The product is: [NH2:7][C:8]1[C:13]([C:14]([O:16][CH3:17])=[O:15])=[C:12]2[O:18][CH2:19][C:20]3[CH:21]=[N:22][S:23][C:24]=3[C:11]2=[CH:10][CH:9]=1. (2) Given the reactants [C:1]([NH:8][C@H:9]([C:18]([OH:20])=[O:19])[CH2:10][C:11]1[CH:16]=[CH:15][C:14]([I:17])=[CH:13][CH:12]=1)([O:3][C:4]([CH3:7])([CH3:6])[CH3:5])=[O:2].[C:21]([O-])(O)=O.[Na+].CI.C(OCC)(=O)C, predict the reaction product. The product is: [CH3:21][O:19][C:18](=[O:20])[C@H:9]([CH2:10][C:11]1[CH:12]=[CH:13][C:14]([I:17])=[CH:15][CH:16]=1)[NH:8][C:1]([O:3][C:4]([CH3:5])([CH3:7])[CH3:6])=[O:2]. (3) Given the reactants C(NC(C)C)(C)C.C([Li])CCC.[CH3:13][O:14][C:15]1[CH:23]=[C:22]2[C:18]([C:19]([C:27]#[N:28])=[CH:20][N:21]2[CH2:24][CH2:25][CH3:26])=[CH:17][CH:16]=1.C([N:31]1[C:39]2[C:34](=[CH:35][CH:36]=[C:37](OC)[CH:38]=2)C(C#N)=C1)C.IC1C=CC(N)=CC=1.C1(P(C2C=CC=CC=2)C2C=CC=CC=2)C=CC=CC=1, predict the reaction product. The product is: [NH2:31][C:39]1[CH:34]=[CH:35][C:36]([C:20]2[N:21]([CH2:24][CH2:25][CH3:26])[C:22]3[C:18]([C:19]=2[C:27]#[N:28])=[CH:17][CH:16]=[C:15]([O:14][CH3:13])[CH:23]=3)=[CH:37][CH:38]=1. (4) Given the reactants [F:1][C:2]1[CH:3]=[C:4]([C@H:8]2[CH2:13][CH2:12][CH2:11][C@@H:10](C=C)[N:9]2[C:16](=[O:20])[CH2:17][CH:18]=[CH2:19])[CH:5]=[CH:6][CH:7]=1.C(N(CC)CC)C, predict the reaction product. The product is: [F:1][C:2]1[CH:3]=[C:4]([C@H:8]2[CH2:13][CH2:12][CH2:11][C@@H:10]3[N:9]2[C:16](=[O:20])[CH2:17][CH:18]=[CH:19]3)[CH:5]=[CH:6][CH:7]=1. (5) Given the reactants [CH2:1]([C:8]1[N:12]=[C:11]([CH2:13][CH2:14][C:15]([O:17]C)=[O:16])[O:10][N:9]=1)[C:2]1[CH:7]=[CH:6][CH:5]=[CH:4][CH:3]=1.[OH-].[Na+], predict the reaction product. The product is: [CH2:1]([C:8]1[N:12]=[C:11]([CH2:13][CH2:14][C:15]([OH:17])=[O:16])[O:10][N:9]=1)[C:2]1[CH:3]=[CH:4][CH:5]=[CH:6][CH:7]=1. (6) Given the reactants Br[C:2]1[CH:11]=[C:10]2[C:5]([CH:6]=[CH:7][C:8]([C:12]([NH:14][C:15]3[CH:16]=[N:17][CH:18]=[CH:19][C:20]=3[N:21]3[CH2:26][C@H:25]([CH3:27])[C@@H:24]([O:28][Si](C(C)(C)C)(C)C)[C@H:23]([NH:36]C(=O)OC(C)(C)C)[CH2:22]3)=[O:13])=[N:9]2)=[CH:4][CH:3]=1.[CH3:44][N:45]1[CH:49]=[C:48](B(O)O)[CH:47]=[N:46]1.CCN(C(C)C)C(C)C.N#N, predict the reaction product. The product is: [NH2:36][C@H:23]1[C@H:24]([OH:28])[C@@H:25]([CH3:27])[CH2:26][N:21]([C:20]2[CH:19]=[CH:18][N:17]=[CH:16][C:15]=2[NH:14][C:12]([C:8]2[CH:7]=[CH:6][C:5]3[C:10](=[CH:11][C:2]([C:48]4[CH:47]=[N:46][N:45]([CH3:44])[CH:49]=4)=[CH:3][CH:4]=3)[N:9]=2)=[O:13])[CH2:22]1. (7) Given the reactants [CH3:1][O:2][C:3]1[CH:12]=[CH:11][C:6]2[N:7]=[C:8]([NH2:10])[S:9][C:5]=2[CH:4]=1.Br[CH:14]([CH2:19][CH3:20])[C:15]([O:17]C)=[O:16].[CH3:21][C:22]1C=CC2N=C(N)S[C:24]=2[CH:23]=1.Br[CH:33]([CH2:39][CH3:40])[C:34]([O:36]CC)=O, predict the reaction product. The product is: [CH3:1][O:2][C:3]1[CH:12]=[CH:11][C:6]2[N:7]([CH:14]([CH2:19][CH3:20])[C:15]([OH:17])=[O:16])[C:8](=[N:10][C:34](=[O:36])[C:33]3[CH:39]=[CH:40][C:23]([CH3:24])=[CH:22][CH:21]=3)[S:9][C:5]=2[CH:4]=1.